Predict the product of the given reaction. From a dataset of Forward reaction prediction with 1.9M reactions from USPTO patents (1976-2016). The product is: [C:20]1([N:19]2[C:15]([N:8]3[CH2:9][C:10]4([CH2:13][NH:12][CH2:11]4)[CH2:7]3)=[N:16][N:17]=[N:18]2)[CH:21]=[CH:22][CH:23]=[CH:24][CH:25]=1. Given the reactants C(=O)([O-])[O-].[K+].[K+].[CH2:7]1[C:10]2([CH2:13][NH:12][CH2:11]2)[CH2:9][NH:8]1.Cl[C:15]1[N:19]([C:20]2[CH:25]=[CH:24][CH:23]=[CH:22][CH:21]=2)[N:18]=[N:17][N:16]=1, predict the reaction product.